From a dataset of NCI-60 drug combinations with 297,098 pairs across 59 cell lines. Regression. Given two drug SMILES strings and cell line genomic features, predict the synergy score measuring deviation from expected non-interaction effect. (1) Drug 1: C1CC(=O)NC(=O)C1N2CC3=C(C2=O)C=CC=C3N. Drug 2: C1=NC2=C(N1)C(=S)N=C(N2)N. Cell line: OVCAR-4. Synergy scores: CSS=37.6, Synergy_ZIP=-11.3, Synergy_Bliss=-3.55, Synergy_Loewe=-20.1, Synergy_HSA=-1.65. (2) Drug 1: C(=O)(N)NO. Drug 2: CN(CC1=CN=C2C(=N1)C(=NC(=N2)N)N)C3=CC=C(C=C3)C(=O)NC(CCC(=O)O)C(=O)O. Cell line: NCI-H322M. Synergy scores: CSS=37.5, Synergy_ZIP=1.14, Synergy_Bliss=1.10, Synergy_Loewe=-55.2, Synergy_HSA=-1.41. (3) Drug 1: CC1=C2C(C(=O)C3(C(CC4C(C3C(C(C2(C)C)(CC1OC(=O)C(C(C5=CC=CC=C5)NC(=O)OC(C)(C)C)O)O)OC(=O)C6=CC=CC=C6)(CO4)OC(=O)C)OC)C)OC. Drug 2: CC(CN1CC(=O)NC(=O)C1)N2CC(=O)NC(=O)C2. Cell line: UACC-257. Synergy scores: CSS=17.6, Synergy_ZIP=-5.46, Synergy_Bliss=-4.04, Synergy_Loewe=-7.69, Synergy_HSA=-3.12.